This data is from hERG potassium channel inhibition data for cardiac toxicity prediction from Karim et al.. The task is: Regression/Classification. Given a drug SMILES string, predict its toxicity properties. Task type varies by dataset: regression for continuous values (e.g., LD50, hERG inhibition percentage) or binary classification for toxic/non-toxic outcomes (e.g., AMES mutagenicity, cardiotoxicity, hepatotoxicity). Dataset: herg_karim. (1) The molecule is Cc1coc(C2C[C@H]3C(CF)SC(N)=N[C@@]3(c3ccc(F)cc3F)CO2)n1. The result is 0 (non-blocker). (2) The drug is CCc1ccc2c(c1)CC(C(=O)NC1CCN(Cc3ccc4c(c3)OCO4)CC1)=CC2=O. The result is 1 (blocker). (3) The drug is N#Cc1ccc(Cn2cncc2C[NH+](CCCc2ccccc2)[C@@H]2CCN(Cc3cccc(Cl)c3)C2=O)cc1. The result is 1 (blocker). (4) The compound is C[C@@H]1N[C@H](C)CC[C@@H]1Nc1ncc(C(N)=O)c2sc(-c3ccccc3)cc12. The result is 1 (blocker). (5) The compound is CN(C)CCn1ncc2cc(-n3ccc(OCc4ccccc4)cc3=O)ccc21. The result is 1 (blocker). (6) The drug is COc1cc2c(cc1OC)C(=O)[C@@H](CC1CC[NH+](Cc3ccccc3)CC1)C2. The result is 1 (blocker). (7) The drug is Cn1c(SCCCN2CC3CCN(c4ccc(C(F)(F)F)cc4)C3C2)nnc1-c1cncnc1. The result is 1 (blocker).